From a dataset of Catalyst prediction with 721,799 reactions and 888 catalyst types from USPTO. Predict which catalyst facilitates the given reaction. (1) Reactant: C[O:2][C:3](=O)[CH2:4][N:5]1[CH:9]=[C:8]([N+:10]([O-])=O)[C:7]([CH3:13])=[N:6]1.[H-].[Al+3].[Li+].[H-].[H-].[H-]. Product: [NH2:10][C:8]1[C:7]([CH3:13])=[N:6][N:5]([CH2:4][CH2:3][OH:2])[CH:9]=1. The catalyst class is: 1. (2) Reactant: [CH3:1][C:2]1[S:6][C:5]2[NH:7][C:8]3[CH:9]=[CH:10][CH:11]=[CH:12][C:13]=3[N:14]=[C:15]([N:16]3[CH2:21][CH2:20][N:19]([CH3:22])[CH2:18][CH2:17]3)[C:4]=2[CH:3]=1.[C:23]([OH:26])(=[O:25])[CH3:24]. Product: [CH3:1][C:2]1[S:6][C:5]2[NH:7][C:8]3[CH:9]=[CH:10][CH:11]=[CH:12][C:13]=3[N:14]=[C:15]([N:16]3[CH2:17][CH2:18][N:19]([CH3:22])[CH2:20][CH2:21]3)[C:4]=2[CH:3]=1.[C:23]([O-:26])(=[O:25])[CH3:24]. The catalyst class is: 21. (3) Reactant: [Li+].[OH-].[OH:3][C:4]1[CH:9]=[CH:8][C:7]([C@H:10]([NH:15][C:16]([C:18]2[C:27]([NH:28][C:29]([NH:31][C:32]3[C:37]([CH3:38])=[CH:36][C:35]([CH3:39])=[CH:34][C:33]=3[CH3:40])=[O:30])=[CH:26][C:25]3[C:20](=[CH:21][CH:22]=[CH:23][CH:24]=3)[CH:19]=2)=[O:17])[C:11]([O:13]C)=[O:12])=[CH:6][CH:5]=1.Cl.C(OCC)(=O)C. Product: [OH:3][C:4]1[CH:9]=[CH:8][C:7]([C@H:10]([NH:15][C:16]([C:18]2[C:27]([NH:28][C:29]([NH:31][C:32]3[C:37]([CH3:38])=[CH:36][C:35]([CH3:39])=[CH:34][C:33]=3[CH3:40])=[O:30])=[CH:26][C:25]3[C:20](=[CH:21][CH:22]=[CH:23][CH:24]=3)[CH:19]=2)=[O:17])[C:11]([OH:13])=[O:12])=[CH:6][CH:5]=1. The catalyst class is: 127. (4) Reactant: [C:1]([O:5][C:6](=[O:38])[NH:7][C@@H:8]([CH2:18][C:19]1[C:27]2[C:22](=[CH:23][CH:24]=[C:25]([O:28][C:29]3[CH:34]=[CH:33][C:32]([N+:35]([O-])=O)=[CH:31][CH:30]=3)[CH:26]=2)[NH:21][CH:20]=1)[C:9]([N:11]1[CH2:15][CH2:14][CH2:13][C@H:12]1[C:16]#[N:17])=[O:10])([CH3:4])([CH3:3])[CH3:2]. Product: [C:1]([O:5][C:6](=[O:38])[NH:7][C@@H:8]([CH2:18][C:19]1[C:27]2[C:22](=[CH:23][CH:24]=[C:25]([O:28][C:29]3[CH:30]=[CH:31][C:32]([NH2:35])=[CH:33][CH:34]=3)[CH:26]=2)[NH:21][CH:20]=1)[C:9]([N:11]1[CH2:15][CH2:14][CH2:13][C@H:12]1[C:16]#[N:17])=[O:10])([CH3:4])([CH3:2])[CH3:3]. The catalyst class is: 5. (5) Reactant: [CH3:1][O:2][C:3]1([O:19][CH3:20])[CH:7]([NH:8]C(OCC2C=CC=CC=2)=O)[CH2:6][O:5][CH2:4]1. Product: [CH3:1][O:2][C:3]1([O:19][CH3:20])[CH:7]([NH2:8])[CH2:6][O:5][CH2:4]1. The catalyst class is: 63. (6) Reactant: C1(C[O:5][C:6]2[CH:14]=[CH:13][C:9]3[O:10][CH2:11][O:12][C:8]=3[C:7]=2[C:15]2[C:16]3[NH:23][CH:22]=[C:21](C(O)=O)[C:17]=3[N:18]=[CH:19][N:20]=2)CC1.CCN([CH:33]([CH3:35])[CH3:34])C(C)C.[NH2:36][C@@H:37]([C:50]([N:52]1[CH2:57][CH2:56][CH:55]([N:58]2[N:67]=[C:66]([C:68]3[CH:73]=[CH:72][C:71]([O:74][CH3:75])=[C:70]([O:76][CH3:77])[CH:69]=3)[C@@H:65]3[C@@H:60]([CH2:61][CH2:62][CH2:63][CH2:64]3)[C:59]2=[O:78])[CH2:54][CH2:53]1)=[O:51])[CH2:38][CH2:39][C:40]([O:42][CH2:43][C:44]1[CH:49]=[CH:48][CH:47]=[CH:46][CH:45]=1)=[O:41].C[CH2:80][O:81]C(C(C#N)=NOC(N1CCOCC1)=[N+](C)C)=O.F[P-](F)(F)(F)(F)F.[C:106](=O)(O)[O-].[Na+]. Product: [CH:33]1([CH2:34][O:5][C:6]2[CH:14]=[CH:13][C:9]3[O:10][CH2:11][O:12][C:8]=3[C:7]=2[C:15]2[C:16]3[NH:23][CH:22]=[C:21]([C:80]([NH:36][C@@H:37]([C:50]([N:52]4[CH2:53][CH2:54][CH:55]([N:58]5[N:67]=[C:66]([C:68]6[CH:73]=[CH:72][C:71]([O:74][CH3:75])=[C:70]([O:76][CH3:77])[CH:69]=6)[C@@H:65]6[C@@H:60]([CH2:61][CH2:62][CH2:63][CH2:64]6)[C:59]5=[O:78])[CH2:56][CH2:57]4)=[O:51])[CH2:38][CH2:39][C:40]([O:42][CH2:43][C:44]4[CH:49]=[CH:48][CH:47]=[CH:46][CH:45]=4)=[O:41])=[O:81])[C:17]=3[N:18]=[CH:19][N:20]=2)[CH2:35][CH2:106]1. The catalyst class is: 2. (7) Reactant: [Br:1][C:2]1[CH:7]=[CH:6][C:5]([C:8]2[C:34](=[O:35])[N:33]([CH3:36])[C:11]3[N:12]([CH3:32])[C:13]4[C:18]([C:10]=3[CH:9]=2)=[CH:17][C:16]([C:19]2[NH:20][N:21]=[C:22]([CH2:24][O:25]C3CCCCO3)[CH:23]=2)=[CH:15][CH:14]=4)=[CH:4][CH:3]=1.C1(C)C=CC(S(O)(=O)=O)=CC=1. Product: [Br:1][C:2]1[CH:7]=[CH:6][C:5]([C:8]2[C:34](=[O:35])[N:33]([CH3:36])[C:11]3[N:12]([CH3:32])[C:13]4[C:18]([C:10]=3[CH:9]=2)=[CH:17][C:16]([C:19]2[NH:20][N:21]=[C:22]([CH2:24][OH:25])[CH:23]=2)=[CH:15][CH:14]=4)=[CH:4][CH:3]=1. The catalyst class is: 5.